Dataset: NCI-60 drug combinations with 297,098 pairs across 59 cell lines. Task: Regression. Given two drug SMILES strings and cell line genomic features, predict the synergy score measuring deviation from expected non-interaction effect. (1) Drug 1: C1C(C(OC1N2C=C(C(=O)NC2=O)F)CO)O. Drug 2: C1C(C(OC1N2C=NC3=C2NC=NCC3O)CO)O. Cell line: A498. Synergy scores: CSS=25.1, Synergy_ZIP=-6.17, Synergy_Bliss=-2.29, Synergy_Loewe=-30.5, Synergy_HSA=-2.06. (2) Drug 1: COC1=C(C=C2C(=C1)N=CN=C2NC3=CC(=C(C=C3)F)Cl)OCCCN4CCOCC4. Drug 2: C1C(C(OC1N2C=NC(=NC2=O)N)CO)O. Cell line: NCI-H460. Synergy scores: CSS=23.1, Synergy_ZIP=-5.76, Synergy_Bliss=-1.72, Synergy_Loewe=0.997, Synergy_HSA=1.09. (3) Drug 1: CCCCCOC(=O)NC1=NC(=O)N(C=C1F)C2C(C(C(O2)C)O)O. Drug 2: CS(=O)(=O)OCCCCOS(=O)(=O)C. Cell line: U251. Synergy scores: CSS=16.2, Synergy_ZIP=-2.33, Synergy_Bliss=-3.88, Synergy_Loewe=6.03, Synergy_HSA=-0.714. (4) Drug 1: CC1CC2C3CCC4=CC(=O)C=CC4(C3(C(CC2(C1(C(=O)CO)O)C)O)F)C. Drug 2: COCCOC1=C(C=C2C(=C1)C(=NC=N2)NC3=CC=CC(=C3)C#C)OCCOC. Cell line: T-47D. Synergy scores: CSS=14.8, Synergy_ZIP=-2.25, Synergy_Bliss=-4.42, Synergy_Loewe=-27.6, Synergy_HSA=-6.02. (5) Drug 1: CNC(=O)C1=CC=CC=C1SC2=CC3=C(C=C2)C(=NN3)C=CC4=CC=CC=N4. Drug 2: CC1=C2C(C(=O)C3(C(CC4C(C3C(C(C2(C)C)(CC1OC(=O)C(C(C5=CC=CC=C5)NC(=O)OC(C)(C)C)O)O)OC(=O)C6=CC=CC=C6)(CO4)OC(=O)C)O)C)O. Cell line: 786-0. Synergy scores: CSS=49.4, Synergy_ZIP=4.21, Synergy_Bliss=4.39, Synergy_Loewe=-42.4, Synergy_HSA=4.16. (6) Drug 1: CN1CCC(CC1)COC2=C(C=C3C(=C2)N=CN=C3NC4=C(C=C(C=C4)Br)F)OC. Drug 2: C(CCl)NC(=O)N(CCCl)N=O. Cell line: A549. Synergy scores: CSS=6.40, Synergy_ZIP=-4.12, Synergy_Bliss=-5.53, Synergy_Loewe=-21.7, Synergy_HSA=-8.52. (7) Synergy scores: CSS=0.0835, Synergy_ZIP=1.25, Synergy_Bliss=4.70, Synergy_Loewe=0.551, Synergy_HSA=0.673. Drug 2: C1C(C(OC1N2C=NC3=C2NC=NCC3O)CO)O. Drug 1: C1CCC(C1)C(CC#N)N2C=C(C=N2)C3=C4C=CNC4=NC=N3. Cell line: OVCAR-5.